From a dataset of Full USPTO retrosynthesis dataset with 1.9M reactions from patents (1976-2016). Predict the reactants needed to synthesize the given product. (1) Given the product [Br:9][C:5]1[N:6]=[C:7]([C:13]2[CH:14]=[CH:15][CH:16]=[CH:17][C:12]=2[O:11][CH3:10])[C:2]([NH2:1])=[N:3][CH:4]=1, predict the reactants needed to synthesize it. The reactants are: [NH2:1][C:2]1[C:7](Br)=[N:6][C:5]([Br:9])=[CH:4][N:3]=1.[CH3:10][O:11][C:12]1[CH:17]=[CH:16][CH:15]=[CH:14][C:13]=1B(O)O.C1(P(C2C=CC=CC=2)C2C=CC=CC=2)C=CC=CC=1.C(=O)([O-])[O-].[Na+].[Na+]. (2) Given the product [CH:1]1([C:6]2([N:17]([CH3:19])[CH3:18])[CH2:16][CH2:15][C:9]3([C:13](=[O:14])[NH:12][CH2:11][CH2:10]3)[CH2:8][CH2:7]2)[CH2:5][CH2:4][CH2:3][CH2:2]1, predict the reactants needed to synthesize it. The reactants are: [C:1]1([C:6]2([N:17]([CH3:19])[CH3:18])[CH2:16][CH2:15][C:9]3([C:13](=[O:14])[NH:12][CH2:11][CH2:10]3)[CH2:8][CH2:7]2)[CH2:5][CH2:4][CH2:3][CH:2]=1.[H][H]. (3) Given the product [CH:28]([S:29]([N:4]1[CH2:5][CH2:6][N:1]([C:7]([O:9][CH2:10][C:11]2[CH:16]=[CH:15][CH:14]=[CH:13][CH:12]=2)=[O:8])[CH2:2][CH2:3]1)(=[O:31])=[O:30])=[CH2:27], predict the reactants needed to synthesize it. The reactants are: [N:1]1([C:7]([O:9][CH2:10][C:11]2[CH:16]=[CH:15][CH:14]=[CH:13][CH:12]=2)=[O:8])[CH2:6][CH2:5][NH:4][CH2:3][CH2:2]1.CCN(C(C)C)C(C)C.Cl[CH2:27][CH2:28][S:29](Cl)(=[O:31])=[O:30].O.